Dataset: Forward reaction prediction with 1.9M reactions from USPTO patents (1976-2016). Task: Predict the product of the given reaction. (1) Given the reactants [F:1][CH:2]([F:50])[C:3]1[CH:8]=[CH:7][N:6]=[C:5]([NH:9][C:10]2[N:15]=[C:14]([C:16]3[CH:17]=[N:18][C:19]([C@@:22]([C@H:25]4[CH2:30][CH2:29][C@H:28]([C:31]([O:33][C@H:34]5[CH2:37][C@H:36]([NH:38]C(OCC6C=CC=CC=6)=O)[CH2:35]5)=[O:32])[CH2:27][CH2:26]4)([OH:24])[CH3:23])=[CH:20][CH:21]=3)[CH:13]=[C:12]([CH3:49])[CH:11]=2)[CH:4]=1, predict the reaction product. The product is: [F:50][CH:2]([F:1])[C:3]1[CH:8]=[CH:7][N:6]=[C:5]([NH:9][C:10]2[N:15]=[C:14]([C:16]3[CH:17]=[N:18][C:19]([C@@:22]([C@H:25]4[CH2:30][CH2:29][C@H:28]([C:31]([O:33][C@H:34]5[CH2:35][C@H:36]([NH2:38])[CH2:37]5)=[O:32])[CH2:27][CH2:26]4)([OH:24])[CH3:23])=[CH:20][CH:21]=3)[CH:13]=[C:12]([CH3:49])[CH:11]=2)[CH:4]=1. (2) Given the reactants Cl[C:2]1[N:7]2[N:8]=[C:9](C)[CH:10]=[C:6]2[N:5]=[C:4]([NH:12][C:13](=[O:24])[C:14]2[CH:19]=[CH:18][C:17]([C:20]([OH:23])([CH3:22])[CH3:21])=[CH:16][CH:15]=2)[CH:3]=1.[N:25]1([CH:32]=[O:33])[CH2:31][CH2:30][CH2:29][NH:28][CH2:27][CH2:26]1, predict the reaction product. The product is: [CH:32]([N:25]1[CH2:31][CH2:30][CH2:29][N:28]([C:2]2[N:7]3[N:8]=[CH:9][CH:10]=[C:6]3[N:5]=[C:4]([NH:12][C:13](=[O:24])[C:14]3[CH:15]=[CH:16][C:17]([C:20]([OH:23])([CH3:22])[CH3:21])=[CH:18][CH:19]=3)[CH:3]=2)[CH2:27][CH2:26]1)=[O:33]. (3) Given the reactants [C:1](N1C=CN=C1)(N1C=CN=C1)=[O:2].N12CCCN=C1CCCCC2.[CH2:24]([O:26][C:27]1[CH:28]=[N:29][C:30]([N:33]2[C:38](=[O:39])[C:37]([CH2:40][C:41]3[CH:42]=[CH:43][C:44]([C:47]4[CH:56]=[CH:55][CH:54]=[CH:53][C:48]=4[C:49](=[N:51][OH:52])[NH2:50])=[N:45][CH:46]=3)=[C:36]([CH2:57][CH2:58][CH3:59])[N:35]=[C:34]2[CH:60]([CH3:62])[CH3:61])=[N:31][CH:32]=1)[CH3:25].Cl, predict the reaction product. The product is: [CH2:24]([O:26][C:27]1[CH:28]=[N:29][C:30]([N:33]2[C:38](=[O:39])[C:37]([CH2:40][C:41]3[CH:42]=[CH:43][C:44]([C:47]4[CH:56]=[CH:55][CH:54]=[CH:53][C:48]=4[C:49]4[NH:50][C:1](=[O:2])[O:52][N:51]=4)=[N:45][CH:46]=3)=[C:36]([CH2:57][CH2:58][CH3:59])[N:35]=[C:34]2[CH:60]([CH3:62])[CH3:61])=[N:31][CH:32]=1)[CH3:25]. (4) The product is: [CH2:1]([O:8][C:9]1[CH:17]=[CH:16][CH:15]=[C:14]2[C:10]=1[CH:11]=[CH:12][N:13]2[CH3:21])[C:2]1[CH:3]=[CH:4][CH:5]=[CH:6][CH:7]=1. Given the reactants [CH2:1]([O:8][C:9]1[CH:17]=[CH:16][CH:15]=[C:14]2[C:10]=1[CH:11]=[CH:12][NH:13]2)[C:2]1[CH:7]=[CH:6][CH:5]=[CH:4][CH:3]=1.[H-].[Na+].I[CH3:21], predict the reaction product. (5) Given the reactants [Br:1][C:2]1[CH:7]=[CH:6][C:5]([S:8](Cl)(=[O:10])=[O:9])=[CH:4][CH:3]=1.ClC1C=CC(S(Cl)(=O)=O)=CC=1.[NH2:23][C@@H:24]([C:29](O)=[O:30])[C@@H:25]([CH2:27][CH3:28])[CH3:26].CC([C@](N)(C(O)=O)C)C.CC(C1C=CC=CC=1)C(C(O)=O)N.N[C@H](C(O)=O)[C@@H](CC)C, predict the reaction product. The product is: [Br:1][C:2]1[CH:7]=[CH:6][C:5]([S:8]([NH:23][C@@H:24]([CH2:29][OH:30])[C@H:25]([CH3:26])[CH2:27][CH3:28])(=[O:10])=[O:9])=[CH:4][CH:3]=1. (6) Given the reactants [CH2:1]([O:3][C:4]([C:6]1[CH:7]=[N:8][N:9]([C:12]2[C:17]([F:18])=[CH:16][C:15](Cl)=[CH:14][N:13]=2)[C:10]=1[CH3:11])=[O:5])[CH3:2].[CH:20]1(B(O)O)[CH2:22][CH2:21]1.P([O-])([O-])([O-])=O.[K+].[K+].[K+].[Cl-].[NH4+], predict the reaction product. The product is: [CH2:1]([O:3][C:4]([C:6]1[CH:7]=[N:8][N:9]([C:12]2[C:17]([F:18])=[CH:16][C:15]([CH:20]3[CH2:22][CH2:21]3)=[CH:14][N:13]=2)[C:10]=1[CH3:11])=[O:5])[CH3:2]. (7) Given the reactants Br[C:2]1[C:10]2[C:5](=[CH:6][CH:7]=[C:8]([C:11]([NH:13][C@@H:14]3[CH2:19][CH2:18][CH2:17][N:16]([C:20]([O:22][C:23]([CH3:26])([CH3:25])[CH3:24])=[O:21])[CH2:15]3)=[O:12])[CH:9]=2)[N:4]([C:27]([C:40]2[CH:45]=[CH:44][CH:43]=[CH:42][CH:41]=2)([C:34]2[CH:39]=[CH:38][CH:37]=[CH:36][CH:35]=2)[C:28]2[CH:33]=[CH:32][CH:31]=[CH:30][CH:29]=2)[N:3]=1.[O:46]1[C:50]2[CH:51]=[CH:52][C:53](B(O)O)=[CH:54][C:49]=2[CH2:48][CH2:47]1, predict the reaction product. The product is: [O:46]1[C:50]2[CH:51]=[CH:52][C:53]([C:2]3[C:10]4[C:5](=[CH:6][CH:7]=[C:8]([C:11]([NH:13][C@@H:14]5[CH2:19][CH2:18][CH2:17][N:16]([C:20]([O:22][C:23]([CH3:26])([CH3:25])[CH3:24])=[O:21])[CH2:15]5)=[O:12])[CH:9]=4)[N:4]([C:27]([C:40]4[CH:45]=[CH:44][CH:43]=[CH:42][CH:41]=4)([C:34]4[CH:39]=[CH:38][CH:37]=[CH:36][CH:35]=4)[C:28]4[CH:33]=[CH:32][CH:31]=[CH:30][CH:29]=4)[N:3]=3)=[CH:54][C:49]=2[CH2:48][CH2:47]1.